Dataset: Forward reaction prediction with 1.9M reactions from USPTO patents (1976-2016). Task: Predict the product of the given reaction. Given the reactants [C@H:1]([OH:10])([C:7]([OH:9])=[O:8])[C@H:2]([OH:6])[C:3]([OH:5])=[O:4].C(O)(=O)C(C(C(O)=O)O)O.N[C@@H](C(O)=O)C(S)(C)C, predict the reaction product. The product is: [C:7]([OH:9])(=[O:8])[C@@H:1]([C@H:2]([C:3]([OH:5])=[O:4])[OH:6])[OH:10].